From a dataset of Peptide-MHC class I binding affinity with 185,985 pairs from IEDB/IMGT. Regression. Given a peptide amino acid sequence and an MHC pseudo amino acid sequence, predict their binding affinity value. This is MHC class I binding data. (1) The peptide sequence is GIMTIDLDPV. The MHC is HLA-A02:06 with pseudo-sequence HLA-A02:06. The binding affinity (normalized) is 0.592. (2) The peptide sequence is NTLSERISSK. The MHC is HLA-A11:01 with pseudo-sequence HLA-A11:01. The binding affinity (normalized) is 1.00. (3) The peptide sequence is SKYLELDTI. The MHC is Mamu-B01 with pseudo-sequence Mamu-B01. The binding affinity (normalized) is 0.421. (4) The peptide sequence is ITEMLRKDY. The MHC is HLA-A01:01 with pseudo-sequence HLA-A01:01. The binding affinity (normalized) is 0.487. (5) The peptide sequence is RASHFRKLF. The MHC is HLA-A80:01 with pseudo-sequence HLA-A80:01. The binding affinity (normalized) is 0.0847. (6) The peptide sequence is TVIRFWHAM. The MHC is HLA-B27:05 with pseudo-sequence HLA-B27:05. The binding affinity (normalized) is 0.0847.